This data is from CYP2C9 inhibition data for predicting drug metabolism from PubChem BioAssay. The task is: Regression/Classification. Given a drug SMILES string, predict its absorption, distribution, metabolism, or excretion properties. Task type varies by dataset: regression for continuous measurements (e.g., permeability, clearance, half-life) or binary classification for categorical outcomes (e.g., BBB penetration, CYP inhibition). Dataset: cyp2c9_veith. (1) The compound is CC(=O)OCC1C2CC[C@H]3C(OCc4ccc(F)cc4C(F)(F)F)OC[C@]4(C)[C@H]3C2=C(CN4C(=O)OC(C)(C)C)[C@H](C)C1COC(C)=O. The result is 0 (non-inhibitor). (2) The molecule is Cc1ccccc1-c1nc(N(C)Cc2ccco2)c2ccccc2n1. The result is 0 (non-inhibitor). (3) The drug is CC1=NN(c2ccccc2)C(=O)/C1=C\N1CC(C)OC(C)C1. The result is 0 (non-inhibitor). (4) The compound is CC1=C(O)C(=O)[C@H]2O[C@@H]2C1=O. The result is 0 (non-inhibitor). (5) The compound is Cc1ccc(C(=O)C2CCNCC2)cc1.Cl. The result is 0 (non-inhibitor).